Predict which catalyst facilitates the given reaction. From a dataset of Catalyst prediction with 721,799 reactions and 888 catalyst types from USPTO. (1) The catalyst class is: 6. Product: [O:17]([C:14]1[CH:15]=[CH:16][CH:11]=[CH:12][CH:13]=1)[C:18]([S:8][CH2:1][C:2]1[CH:7]=[CH:6][CH:5]=[CH:4][CH:3]=1)=[S:19]. Reactant: [CH2:1]([SH:8])[C:2]1[CH:7]=[CH:6][CH:5]=[CH:4][CH:3]=1.[OH-].[Na+].[CH:11]1[CH:16]=[CH:15][C:14]([O:17][C:18](Cl)=[S:19])=[CH:13][CH:12]=1.C(OCC)C. (2) Reactant: [CH3:1][O:2][C:3](=[O:19])[C:4](=[C:6]1[CH2:11][CH2:10][N:9](C(OC(C)(C)C)=O)[CH2:8][CH2:7]1)[CH3:5].[ClH:20].O1CCOC[CH2:22]1. Product: [ClH:20].[NH:9]1[CH2:10][CH2:11][C:6](=[C:4]([CH3:5])[C:3]([O:2][CH2:1][CH3:22])=[O:19])[CH2:7][CH2:8]1. The catalyst class is: 14. (3) Reactant: [NH2:1][C:2]1[N:6]([CH3:7])[C:5]([CH:8]([CH3:10])[CH3:9])=[N:4][C:3]=1[C:11]([C:13]1[CH:18]=[CH:17][C:16]([CH3:19])=[CH:15][CH:14]=1)=O.O=[C:21]([CH3:32])[CH2:22][CH:23]([CH2:29][CH2:30][CH3:31])[C:24]([O:26][CH2:27][CH3:28])=[O:25].C[Si](Cl)(C)C.O. Product: [CH3:7][N:6]1[C:2]2=[N:1][C:21]([CH3:32])=[C:22]([CH:23]([CH2:29][CH2:30][CH3:31])[C:24]([O:26][CH2:27][CH3:28])=[O:25])[C:11]([C:13]3[CH:18]=[CH:17][C:16]([CH3:19])=[CH:15][CH:14]=3)=[C:3]2[N:4]=[C:5]1[CH:8]([CH3:10])[CH3:9]. The catalyst class is: 3. (4) Reactant: [Cl:1][C:2]1[CH:3]=[C:4]([N:8]2[CH:12]=[C:11]([CH2:13][OH:14])[CH:10]=[N:9]2)[CH:5]=[CH:6][CH:7]=1. Product: [Cl:1][C:2]1[CH:3]=[C:4]([N:8]2[CH:12]=[C:11]([CH:13]=[O:14])[CH:10]=[N:9]2)[CH:5]=[CH:6][CH:7]=1. The catalyst class is: 177. (5) Reactant: [Cl:1][C:2]1[CH:11]=[C:10]2[C:5]([C:6]([N:12]3[CH2:17][CH2:16][N:15]([C:18](=[N:26][C:27]#[N:28])OC4C=CC=CC=4)[CH2:14][CH2:13]3)=[CH:7][CH:8]=[N:9]2)=[CH:4][CH:3]=1.[C:29]([NH2:33])([CH3:32])([CH3:31])[CH3:30]. Product: [C:29]([NH:33][C:18](=[N:26][C:27]#[N:28])[N:15]1[CH2:14][CH2:13][N:12]([C:6]2[C:5]3[C:10](=[CH:11][C:2]([Cl:1])=[CH:3][CH:4]=3)[N:9]=[CH:8][CH:7]=2)[CH2:17][CH2:16]1)([CH3:32])([CH3:31])[CH3:30]. The catalyst class is: 17. (6) Reactant: [Cl:1][C:2]1[CH:3]=[C:4]([CH:9]([OH:16])[C:10](=[CH2:15])[C:11]([O:13][CH3:14])=[O:12])[CH:5]=[CH:6][C:7]=1[Cl:8].C(N(CC)CC)C.[CH2:24]([NH2:31])[C:25]1[CH:30]=[CH:29][CH:28]=[CH:27][CH:26]=1. Product: [CH2:24]([NH:31][CH2:15][CH:10]([CH:9]([C:4]1[CH:5]=[CH:6][C:7]([Cl:8])=[C:2]([Cl:1])[CH:3]=1)[OH:16])[C:11]([O:13][CH3:14])=[O:12])[C:25]1[CH:30]=[CH:29][CH:28]=[CH:27][CH:26]=1. The catalyst class is: 5. (7) Product: [CH3:1][C:2]1[N:7]2[N:8]=[C:9]([CH2:11][CH2:12][C:13]3[N:17]([CH2:18][C:19]([F:21])([F:20])[F:22])[N:16]=[C:15]([N:23]4[CH2:27][CH2:26][CH2:25][CH2:24]4)[N:14]=3)[N:10]=[C:6]2[C:5]([CH3:28])=[N:4][CH:3]=1. The catalyst class is: 370. Reactant: [CH3:1][C:2]1[N:7]2[N:8]=[C:9]([CH:11]=[CH:12][C:13]3[N:17]([CH2:18][C:19]([F:22])([F:21])[F:20])[N:16]=[C:15]([N:23]4[CH2:27][CH2:26][CH2:25][CH2:24]4)[N:14]=3)[N:10]=[C:6]2[C:5]([CH3:28])=[N:4][CH:3]=1. (8) Reactant: Cl.[C:2]1([N:8]([C:10]2[CH:15]=[CH:14][CH:13]=[CH:12][CH:11]=2)N)[CH:7]=[CH:6][CH:5]=[CH:4][CH:3]=1.[C:16]([O:20][C:21]([N:23]1[CH2:28][CH2:27][C:26](=O)[CH2:25][CH2:24]1)=[O:22])([CH3:19])([CH3:18])[CH3:17]. Product: [C:16]([O:20][C:21]([N:23]1[CH2:28][CH2:27][C:26]2[N:8]([C:10]3[CH:15]=[CH:14][CH:13]=[CH:12][CH:11]=3)[C:2]3[CH:7]=[CH:6][CH:5]=[CH:4][C:3]=3[C:25]=2[CH2:24]1)=[O:22])([CH3:19])([CH3:17])[CH3:18]. The catalyst class is: 17.